The task is: Predict the reactants needed to synthesize the given product.. This data is from Full USPTO retrosynthesis dataset with 1.9M reactions from patents (1976-2016). Given the product [NH2:12][C:6]1[CH:7]=[N:8][C:9]2[C:4]([C:5]=1[NH:15][C:16]1[CH:17]=[CH:18][C:19]([C:22]([CH3:25])([CH3:26])[C:23]#[N:24])=[N:20][CH:21]=1)=[CH:3][C:2]([Br:1])=[CH:11][CH:10]=2, predict the reactants needed to synthesize it. The reactants are: [Br:1][C:2]1[CH:3]=[C:4]2[C:9](=[CH:10][CH:11]=1)[N:8]=[CH:7][C:6]([N+:12]([O-])=O)=[C:5]2[NH:15][C:16]1[CH:17]=[CH:18][C:19]([C:22]([CH3:26])([CH3:25])[C:23]#[N:24])=[N:20][CH:21]=1.[H][H].